From a dataset of Peptide-MHC class II binding affinity with 134,281 pairs from IEDB. Regression. Given a peptide amino acid sequence and an MHC pseudo amino acid sequence, predict their binding affinity value. This is MHC class II binding data. (1) The peptide sequence is ILFSYFQDLVITLPF. The MHC is DRB3_0101 with pseudo-sequence DRB3_0101. The binding affinity (normalized) is 0.606. (2) The peptide sequence is KCIEWEKGQHGA. The MHC is DRB1_0101 with pseudo-sequence DRB1_0101. The binding affinity (normalized) is 0.563. (3) The peptide sequence is FTVNQTSRLLMRRMR. The MHC is HLA-DQA10201-DQB10402 with pseudo-sequence HLA-DQA10201-DQB10402. The binding affinity (normalized) is 0.607. (4) The peptide sequence is AAATAGTTVYHAFAA. The MHC is HLA-DQA10401-DQB10402 with pseudo-sequence HLA-DQA10401-DQB10402. The binding affinity (normalized) is 0.303. (5) The peptide sequence is VAWQVKLLPVPPTVT. The MHC is DRB1_1501 with pseudo-sequence DRB1_1501. The binding affinity (normalized) is 0.801. (6) The peptide sequence is AYKTAEGATPEAKYD. The MHC is DRB1_0901 with pseudo-sequence DRB1_0901. The binding affinity (normalized) is 0.566.